Dataset: Full USPTO retrosynthesis dataset with 1.9M reactions from patents (1976-2016). Task: Predict the reactants needed to synthesize the given product. (1) Given the product [CH3:16][C@@H:15]1[CH2:14][CH2:13][NH:12][CH2:11][C@H:10]1[NH:9][P:4](=[O:5])([O:6][CH2:7][CH3:8])[O:3][CH2:1][CH3:2], predict the reactants needed to synthesize it. The reactants are: [CH2:1]([O:3][P:4]([NH:9][C@H:10]1[C@H:15]([CH3:16])[CH2:14][CH2:13][N:12](C(OCC2C=CC=CC=2)=O)[CH2:11]1)([O:6][CH2:7][CH3:8])=[O:5])[CH3:2].[H][H]. (2) Given the product [CH2:1]([O:8][C@@H:9]1[CH2:18][CH2:17][C:12](=[O:13])[CH2:11][C@:10]1([CH3:24])[C:19]([O:21][CH2:22][CH3:23])=[O:20])[C:2]1[CH:3]=[CH:4][CH:5]=[CH:6][CH:7]=1, predict the reactants needed to synthesize it. The reactants are: [CH2:1]([O:8][C@@H:9]1[CH2:18][CH2:17][C:12]2(OCC[O:13]2)[CH2:11][C@:10]1([CH3:24])[C:19]([O:21][CH2:22][CH3:23])=[O:20])[C:2]1[CH:7]=[CH:6][CH:5]=[CH:4][CH:3]=1.CC1C=CC(S([O-])(=O)=O)=CC=1.C1C=C[NH+]=CC=1.